This data is from Catalyst prediction with 721,799 reactions and 888 catalyst types from USPTO. The task is: Predict which catalyst facilitates the given reaction. (1) Reactant: [NH2:1][C:2]1[N:3]=[CH:4][C:5]([C:8]2[CH:13]=[CH:12][C:11]([C:14]3[C:15]([S:20]([NH:23]C(C)(C)C)(=[O:22])=[O:21])=[CH:16][CH:17]=[CH:18][CH:19]=3)=[C:10]([F:28])[C:9]=2[F:29])=[N:6][CH:7]=1. Product: [NH2:1][C:2]1[N:3]=[CH:4][C:5]([C:8]2[CH:13]=[CH:12][C:11]([C:14]3[C:15]([S:20]([NH2:23])(=[O:21])=[O:22])=[CH:16][CH:17]=[CH:18][CH:19]=3)=[C:10]([F:28])[C:9]=2[F:29])=[N:6][CH:7]=1. The catalyst class is: 67. (2) Reactant: [CH2:1]([C:8]1[C:9](=[O:18])[NH:10][C:11]([S:15][CH2:16][CH3:17])=[N:12][C:13]=1[CH3:14])[C:2]1[CH:7]=[CH:6][CH:5]=[CH:4][CH:3]=1.Br[CH2:20][C:21]1[CH:26]=[CH:25][C:24]([C:27]2[CH:32]=[CH:31][CH:30]=[CH:29][C:28]=2[C:33]2[N:37]=[C:36](C(Cl)(Cl)Cl)[O:35][N:34]=2)=[CH:23][CH:22]=1.C(=O)([O-])[O-:43].[Cs+].[Cs+]. Product: [CH2:1]([C:8]1[C:9](=[O:18])[N:10]([CH2:20][C:21]2[CH:26]=[CH:25][C:24]([C:27]3[CH:32]=[CH:31][CH:30]=[CH:29][C:28]=3[C:33]3[NH:37][C:36](=[O:43])[O:35][N:34]=3)=[CH:23][CH:22]=2)[C:11]([S:15][CH2:16][CH3:17])=[N:12][C:13]=1[CH3:14])[C:2]1[CH:3]=[CH:4][CH:5]=[CH:6][CH:7]=1. The catalyst class is: 42. (3) Reactant: [CH3:1][O:2][CH2:3][N:4]1[C:12]2[C:7](=[CH:8][CH:9]=[CH:10][C:11]=2[NH:13][S:14]([C:17]2[CH:22]=[CH:21][CH:20]=[CH:19][N:18]=2)(=[O:16])=[O:15])[CH:6]=[C:5]1[C:23](O)=[O:24].[CH2:26]([S:33][CH:34]([CH:37]([O:40][CH3:41])[O:38][CH3:39])[CH2:35][NH2:36])[C:27]1[CH:32]=[CH:31][CH:30]=[CH:29][CH:28]=1.C(N(C(C)C)C(C)C)C.F[P-](F)(F)(F)(F)F.N1(OC(N(C)C)=[N+](C)C)C2N=CC=CC=2N=N1. Product: [CH2:26]([S:33][CH:34]([CH:37]([O:38][CH3:39])[O:40][CH3:41])[CH2:35][NH:36][C:23]([C:5]1[N:4]([CH2:3][O:2][CH3:1])[C:12]2[C:7]([CH:6]=1)=[CH:8][CH:9]=[CH:10][C:11]=2[NH:13][S:14]([C:17]1[CH:22]=[CH:21][CH:20]=[CH:19][N:18]=1)(=[O:16])=[O:15])=[O:24])[C:27]1[CH:32]=[CH:31][CH:30]=[CH:29][CH:28]=1. The catalyst class is: 42. (4) Reactant: [Cl:1][C:2]1[S:3][C:4]([C:11]([O:13][CH3:14])=[O:12])=[C:5]([C:7](=O)[CH2:8]Cl)[N:6]=1.[NH2:15][C:16]([NH2:18])=[S:17]. Product: [NH2:18][C:16]1[S:17][CH:8]=[C:7]([C:5]2[N:6]=[C:2]([Cl:1])[S:3][C:4]=2[C:11]([O:13][CH3:14])=[O:12])[N:15]=1. The catalyst class is: 5. (5) Reactant: [C-:1]#[N:2].[K+].[F:4][C:5]1[CH:10]=[C:9](F)[C:8]([N+:12]([O-:14])=[O:13])=[CH:7][C:6]=1[N:15]1[C:20](=[O:21])[CH:19]=[C:18]([C:22]([F:25])([F:24])[F:23])[N:17]([CH3:26])[C:16]1=[O:27]. Product: [C:1]([C:9]1[C:8]([N+:12]([O-:14])=[O:13])=[CH:7][C:6]([N:15]2[C:20](=[O:21])[CH:19]=[C:18]([C:22]([F:25])([F:24])[F:23])[N:17]([CH3:26])[C:16]2=[O:27])=[C:5]([F:4])[CH:10]=1)#[N:2]. The catalyst class is: 16. (6) Product: [CH:35]([CH:34]1[C:31]2[C:22](=[CH:23][C:24]([C:25]([O:27][CH3:28])=[O:26])=[CH:29][CH:30]=2)[CH2:21][C:20]([C:18]([O:17][CH2:15][CH3:16])=[O:19])([C:41]([O:43][CH2:44][CH3:45])=[O:42])[CH2:33]1)=[CH2:36].[CH:35]([CH:34]1[C:31]2[C:22](=[CH:23][C:24]([C:25]([O:27][CH3:28])=[O:26])=[CH:29][CH:30]=2)[CH2:21][C:20]([C:18]([O-:17])=[O:19])([C:41]([O-:43])=[O:42])[CH2:33]1)=[CH2:36]. Reactant: [In].[Cl-].[In+3].[Cl-].[Cl-].[Cl-].[Li+].C(N(C)C)CCC.[CH2:15]([O:17][C:18]([C:20]([C:41]([O:43][CH2:44][CH3:45])=[O:42])([CH2:33][CH:34]=[CH:35][CH2:36]OC(=O)C)[CH2:21][C:22]1[CH:23]=[C:24]([CH:29]=[CH:30][C:31]=1I)[C:25]([O:27][CH3:28])=[O:26])=[O:19])[CH3:16]. The catalyst class is: 128. (7) Reactant: [CH:1]1([C:8]2[CH:17]=[CH:16][C:11]([C:12]([O:14]C)=[S:13])=[CH:10][CH:9]=2)[CH2:7][CH2:6][CH2:5][CH2:4][CH2:3][CH2:2]1.[OH-].[Na+].Cl. Product: [CH:1]1([C:8]2[CH:9]=[CH:10][C:11]([C:12]([OH:14])=[S:13])=[CH:16][CH:17]=2)[CH2:2][CH2:3][CH2:4][CH2:5][CH2:6][CH2:7]1. The catalyst class is: 5.